This data is from Experimentally validated miRNA-target interactions with 360,000+ pairs, plus equal number of negative samples. The task is: Binary Classification. Given a miRNA mature sequence and a target amino acid sequence, predict their likelihood of interaction. (1) The miRNA is dme-miR-7-5p with sequence UGGAAGACUAGUGAUUUUGUUGU. The protein sequence of the target gene is MFRRKLTALDYHNPAGFNCKDETEFRNFIVWLEDQKIRHYKIEDRGNLRNIHSSDWPKFFEKYLRDVNCPFKIQDRQEAIDWLLGLAVRLEYGDNAEKYKDLVPDNSKTADNATKNAEPLINLDVNNPDFKAGVMALANLLQIQRHDDYLVMLKAIRILVQERLTQDAVAKANQTKEGLPVALDKHILGFDTGDAVLNEAAQILRLLHIEELRELQTKINEAIVAVQAIIADPKTDHRLGKVGR. Result: 0 (no interaction). (2) The miRNA is hsa-miR-6873-3p with sequence UUCUCUCUGUCUUUCUCUCUCAG. The protein sequence of the target gene is MAAMAPALTDAAAEAHHIRFKLAPPSSTLSPGSAENNGNANILIAANGTKRKAIAAEDPSLDFRNNPTKEDLGKLQPLVASYLCSDVTSVPSKESLKLQGVFSKQTVLKSHPLLSQSYELRAELLGRQPVLEFSLENLRTMNTSGQTALPQAPVNGLAKKLTKSSTHSDHDNSTSLNGGKRALTSSALHGGEMGGSESGDLKGGMTNCTLPHRSLDVEHTTLYSNNSTANKSSVNSMEQPALQGSSRLSPGTDSSSNLGGVKLEGKKSPLSSILFSALDSDTRITALLRRQADIESRARR.... Result: 1 (interaction). (3) The miRNA is hsa-let-7b-5p with sequence UGAGGUAGUAGGUUGUGUGGUU. The protein sequence of the target gene is MSEPGGGGGEDGSAGLEVSAVQNVADVSVLQKHLRKLVPLLLEDGGEAPAALEAALEEKSALEQMRKFLSDPQVHTVLVERSTLKEDVGDEGEEEKEFISYNINIDIHYGVKSNSLAFIKRTPVIDADKPVSSQLRVLTLSEDSPYETLHSFISNAVAPFFKSYIRESGKADRDGDKMAPSVEKKIAELEMGLLHLQQNIEIPEISLPIHPMITNVAKQCYERGEKPKVTDFGDKVEDPTFLNQLQSGVNRWIREIQKVTKLDRDPASGTALQEISFWLNLERALYRIQEKRESPEVLLT.... Result: 1 (interaction).